From a dataset of Forward reaction prediction with 1.9M reactions from USPTO patents (1976-2016). Predict the product of the given reaction. The product is: [C:1]([O:5][C:6](=[O:13])[NH:7][CH:8]1[CH2:11][CH:10]([O:12][C:22]2[C:21]([Br:20])=[CH:26][N:25]=[C:24]([Cl:27])[N:23]=2)[CH2:9]1)([CH3:4])([CH3:2])[CH3:3]. Given the reactants [C:1]([O:5][C:6](=[O:13])[NH:7][CH:8]1[CH2:11][CH:10]([OH:12])[CH2:9]1)([CH3:4])([CH3:3])[CH3:2].C([O-])([O-])=O.[Cs+].[Cs+].[Br:20][C:21]1[C:22](Cl)=[N:23][C:24]([Cl:27])=[N:25][CH:26]=1, predict the reaction product.